From a dataset of Peptide-MHC class II binding affinity with 134,281 pairs from IEDB. Regression. Given a peptide amino acid sequence and an MHC pseudo amino acid sequence, predict their binding affinity value. This is MHC class II binding data. (1) The peptide sequence is PATPAAPGAGYTPAT. The MHC is HLA-DQA10102-DQB10602 with pseudo-sequence HLA-DQA10102-DQB10602. The binding affinity (normalized) is 0.293. (2) The peptide sequence is SSKAATAKAPGLVPK. The MHC is HLA-DQA10102-DQB10602 with pseudo-sequence HLA-DQA10102-DQB10602. The binding affinity (normalized) is 0.346. (3) The peptide sequence is GNQNFLTVFDSTSCN. The MHC is DRB1_1001 with pseudo-sequence DRB1_1001. The binding affinity (normalized) is 0.472. (4) The peptide sequence is GELQIVDCIDAAFKI. The binding affinity (normalized) is 0.624. The MHC is DRB1_0701 with pseudo-sequence DRB1_0701. (5) The peptide sequence is KLIEDINVGFKAAVA. The MHC is DRB1_0404 with pseudo-sequence DRB1_0404. The binding affinity (normalized) is 0.584.